Dataset: Catalyst prediction with 721,799 reactions and 888 catalyst types from USPTO. Task: Predict which catalyst facilitates the given reaction. (1) Reactant: [Cl:1][C:2]1[C:7](=[O:8])[CH:6]=[CH:5][NH:4][C:3]=1[N:9]=[C:10]([C:17]1[CH:22]=[CH:21][CH:20]=[CH:19][CH:18]=1)[C:11]1[CH:16]=[CH:15][CH:14]=[CH:13][CH:12]=1.C(=O)([O-])[O-].[Cs+].[Cs+].[F:29][C:30]1[C:31](F)=[C:32]([N+:36]([O-:38])=[O:37])[CH:33]=[CH:34][CH:35]=1. Product: [Cl:1][C:2]1[C:3]([N:9]=[C:10]([C:11]2[CH:16]=[CH:15][CH:14]=[CH:13][CH:12]=2)[C:17]2[CH:22]=[CH:21][CH:20]=[CH:19][CH:18]=2)=[N:4][CH:5]=[CH:6][C:7]=1[O:8][C:35]1[CH:34]=[CH:33][C:32]([N+:36]([O-:38])=[O:37])=[CH:31][C:30]=1[F:29]. The catalyst class is: 3. (2) Reactant: C(OC([N:8]1[CH2:13][CH2:12][N:11]([CH2:14][C:15]2([OH:27])[CH2:20][CH2:19][N:18]([C:21]3[CH:26]=[CH:25][N:24]=[CH:23][N:22]=3)[CH2:17][CH2:16]2)[C:10](=[O:28])[CH2:9]1)=O)(C)(C)C.[ClH:29]. Product: [ClH:29].[OH:27][C:15]1([CH2:14][N:11]2[CH2:12][CH2:13][NH:8][CH2:9][C:10]2=[O:28])[CH2:16][CH2:17][N:18]([C:21]2[CH:26]=[CH:25][N:24]=[CH:23][N:22]=2)[CH2:19][CH2:20]1. The catalyst class is: 54. (3) Reactant: [CH3:1][O:2][C:3]1[CH:29]=[CH:28][C:6]([CH2:7][C:8]2[C:9]([CH3:27])=[C:10]([CH3:26])[C:11](OS(C(F)(F)F)(=O)=O)=[C:12]([CH:17]=2)[C:13]([O:15][CH3:16])=[O:14])=[CH:5][CH:4]=1.[CH2:30](C([Sn])=C(CCCC)CCCC)[CH2:31]CC.[Cl-].[Li+].[F-].[K+]. Product: [CH3:1][O:2][C:3]1[CH:29]=[CH:28][C:6]([CH2:7][C:8]2[C:9]([CH3:27])=[C:10]([CH3:26])[C:11]([CH:30]=[CH2:31])=[C:12]([CH:17]=2)[C:13]([O:15][CH3:16])=[O:14])=[CH:5][CH:4]=1. The catalyst class is: 233. (4) Reactant: [CH3:1][C:2]1[CH:3]=[C:4]([C:7]2[C:8]([C:27]3[CH:32]=[CH:31][CH:30]=[CH:29][CH:28]=3)=[C:9]([C:13]([CH:15]([C:17]3[CH:22]=[C:21]([CH3:23])[C:20]([O:24][CH3:25])=[C:19]([CH3:26])[CH:18]=3)[OH:16])=[O:14])[CH:10]=[CH:11][CH:12]=2)[S:5][CH:6]=1.[Bi]=O. Product: [CH3:1][C:2]1[CH:3]=[C:4]([C:7]2[C:8]([C:27]3[CH:28]=[CH:29][CH:30]=[CH:31][CH:32]=3)=[C:9]([C:13]([C:15]([C:17]3[CH:18]=[C:19]([CH3:26])[C:20]([O:24][CH3:25])=[C:21]([CH3:23])[CH:22]=3)=[O:16])=[O:14])[CH:10]=[CH:11][CH:12]=2)[S:5][CH:6]=1. The catalyst class is: 15. (5) Reactant: [CH3:1][C:2]1[C:10]2[C:5](=[CH:6][CH:7]=[C:8](/[CH:11]=[C:12](/[C:15](=O)[CH3:16])\[C:13]#[N:14])[CH:9]=2)[NH:4][N:3]=1.O[C:19]1[C:23]([CH3:25])([CH3:24])[NH:22][C:21](=[O:26])[CH:20]=1.C([O-])(=O)C.[NH4+:31]. Product: [CH3:16][C:15]1[NH:31][C:19]2[C:23]([CH3:25])([CH3:24])[NH:22][C:21](=[O:26])[C:20]=2[CH:11]([C:8]2[CH:9]=[C:10]3[C:5](=[CH:6][CH:7]=2)[NH:4][N:3]=[C:2]3[CH3:1])[C:12]=1[C:13]#[N:14]. The catalyst class is: 15. (6) The catalyst class is: 12. Product: [Cl:1][C:2]1[CH:3]=[CH:4][C:5]2[N:18]=[C:19]([CH3:20])[N:9]3[C:10]4[CH:11]=[CH:12][CH:13]=[C:14]([F:17])[C:15]=4[CH:16]=[C:8]3[C:6]=2[N:7]=1. Reactant: [Cl:1][C:2]1[N:7]=[C:6]([C:8]2[NH:9][C:10]3[C:15]([CH:16]=2)=[C:14]([F:17])[CH:13]=[CH:12][CH:11]=3)[C:5]([NH2:18])=[CH:4][CH:3]=1.[C:19](OCC)(OCC)(OCC)[CH3:20].Cl. (7) Reactant: OO.[CH3:3][C:4]1([CH3:13])[C:12]2[C:7](=[CH:8][CH:9]=[CH:10][CH:11]=2)[CH:6]=[CH:5]1.[OH:14]S([O-])=O.[Na+].OS(O)(=O)=O. The catalyst class is: 106. Product: [CH3:3][C:4]1([CH3:13])[C:12]2[C:7](=[CH:8][CH:9]=[CH:10][CH:11]=2)[CH2:6][C:5]1=[O:14]. (8) Reactant: [CH3:1][S:2][CH2:3][C:4]1[CH:5]=[CH:6][CH:7]=[C:8]2[C:12]=1[NH:11][CH:10]=[C:9]2[CH:13]([C:20]1[CH:25]=[CH:24][C:23]([C:26]([F:29])([F:28])[F:27])=[CH:22][CH:21]=1)[CH2:14][C:15](OCC)=[O:16].[H-].[Al+3].[Li+].[H-].[H-].[H-].Cl. Product: [CH3:1][S:2][CH2:3][C:4]1[CH:5]=[CH:6][CH:7]=[C:8]2[C:12]=1[NH:11][CH:10]=[C:9]2[CH:13]([C:20]1[CH:21]=[CH:22][C:23]([C:26]([F:28])([F:29])[F:27])=[CH:24][CH:25]=1)[CH2:14][CH2:15][OH:16]. The catalyst class is: 7. (9) Reactant: [Br:1][C:2]1[CH:3]=[C:4]2[C:9](=[CH:10][CH:11]=1)[C:8](=[O:12])[N:7]([CH2:13][C:14]1[CH:19]=[CH:18][C:17]([S:20]([CH3:23])(=[O:22])=[O:21])=[CH:16][CH:15]=1)[C:6]([C:24](=[O:27])[CH2:25]Br)=[C:5]2[C:28]1[CH:33]=[CH:32][CH:31]=[CH:30][CH:29]=1.[C:34]([NH2:38])(=S)[CH2:35][CH3:36].C1COCC1. Product: [NH2:38]/[C:34](/[CH2:35][CH3:36])=[CH:25]\[C:24]([C:6]1[N:7]([CH2:13][C:14]2[CH:15]=[CH:16][C:17]([S:20]([CH3:23])(=[O:22])=[O:21])=[CH:18][CH:19]=2)[C:8](=[O:12])[C:9]2[C:4]([C:5]=1[C:28]1[CH:33]=[CH:32][CH:31]=[CH:30][CH:29]=1)=[CH:3][C:2]([Br:1])=[CH:11][CH:10]=2)=[O:27]. The catalyst class is: 8.